From a dataset of Peptide-MHC class II binding affinity with 134,281 pairs from IEDB. Regression. Given a peptide amino acid sequence and an MHC pseudo amino acid sequence, predict their binding affinity value. This is MHC class II binding data. (1) The peptide sequence is FERLAITKGKVDPTD. The MHC is HLA-DQA10501-DQB10301 with pseudo-sequence HLA-DQA10501-DQB10301. The binding affinity (normalized) is 0.677. (2) The peptide sequence is VVAVDIKEKGKDKWI. The MHC is DRB1_1001 with pseudo-sequence DRB1_1001. The binding affinity (normalized) is 0.